From a dataset of CYP1A2 inhibition data for predicting drug metabolism from PubChem BioAssay. Regression/Classification. Given a drug SMILES string, predict its absorption, distribution, metabolism, or excretion properties. Task type varies by dataset: regression for continuous measurements (e.g., permeability, clearance, half-life) or binary classification for categorical outcomes (e.g., BBB penetration, CYP inhibition). Dataset: cyp1a2_veith. The drug is O=C(CSc1nc2ccc([N+](=O)[O-])cc2s1)c1ccc2ccccc2c1. The result is 1 (inhibitor).